Dataset: Full USPTO retrosynthesis dataset with 1.9M reactions from patents (1976-2016). Task: Predict the reactants needed to synthesize the given product. (1) Given the product [Cl:11][C:12]1[CH:17]=[CH:16][C:15]([C:18](=[O:21])[CH2:19][C:30]2[CH:29]=[CH:28][C:27]([Cl:26])=[CH:32][C:31]=2[Cl:33])=[CH:14][CH:13]=1, predict the reactants needed to synthesize it. The reactants are: [Li+].C[Si]([N-][Si](C)(C)C)(C)C.[Cl:11][C:12]1[CH:17]=[CH:16][C:15]([CH:18]([O:21][Si](C)(C)C)[C:19]#N)=[CH:14][CH:13]=1.[Cl:26][C:27]1[CH:32]=[C:31]([Cl:33])[CH:30]=[CH:29][C:28]=1CCl.Cl.[OH-].[K+]. (2) Given the product [F:1][C:2]([F:21])([F:20])[O:3][C:4]1[CH:9]=[CH:8][C:7]([C:10]2[N:14]=[C:13]([C:15]([NH:22][NH2:23])=[O:16])[O:12][N:11]=2)=[CH:6][CH:5]=1, predict the reactants needed to synthesize it. The reactants are: [F:1][C:2]([F:21])([F:20])[O:3][C:4]1[CH:9]=[CH:8][C:7]([C:10]2[N:14]=[C:13]([C:15](OCC)=[O:16])[O:12][N:11]=2)=[CH:6][CH:5]=1.[NH2:22][NH2:23].O.